This data is from Forward reaction prediction with 1.9M reactions from USPTO patents (1976-2016). The task is: Predict the product of the given reaction. (1) Given the reactants [C:1]([C:5]1[CH:15]=[CH:14][C:8](/[CH:9]=[CH:10]/[C:11]([OH:13])=[O:12])=[CH:7][CH:6]=1)([CH3:4])([CH3:3])[CH3:2].C(Cl)(=O)C(Cl)=O.[CH3:22][O:23][C:24]1[CH:25]=[C:26](O)[CH:27]=[CH:28][CH:29]=1.C([O-])([O-])=O.[K+].[K+].Cl, predict the reaction product. The product is: [C:1]([C:5]1[CH:6]=[CH:7][C:8](/[CH:9]=[CH:10]/[C:11]([O:13][C:28]2[CH:27]=[CH:26][CH:25]=[C:24]([O:23][CH3:22])[CH:29]=2)=[O:12])=[CH:14][CH:15]=1)([CH3:4])([CH3:2])[CH3:3]. (2) Given the reactants [C:1]([O:5][C:6]([N:8]1[CH2:13][C@H:12]([CH2:14][O:15][CH3:16])[N:11]([CH2:17][C:18]([N:20]2[C:28]3[C:23](=[CH:24][C:25](Br)=[C:26]([CH2:29][N:30]4[CH2:34][CH2:33][CH2:32][C:31]4=[O:35])[CH:27]=3)[C:22]([CH3:38])([CH3:37])[CH2:21]2)=[O:19])[CH2:10][C@H:9]1[CH3:39])=[O:7])([CH3:4])([CH3:3])[CH3:2].C(N(CC)CC)C, predict the reaction product. The product is: [C:1]([O:5][C:6]([N:8]1[CH2:13][C@H:12]([CH2:14][O:15][CH3:16])[N:11]([CH2:17][C:18]([N:20]2[C:28]3[C:23](=[CH:24][CH:25]=[C:26]([CH2:29][N:30]4[CH2:34][CH2:33][CH2:32][C:31]4=[O:35])[CH:27]=3)[C:22]([CH3:38])([CH3:37])[CH2:21]2)=[O:19])[CH2:10][C@H:9]1[CH3:39])=[O:7])([CH3:4])([CH3:2])[CH3:3]. (3) Given the reactants [O:1]1[C:5]2([CH2:10][CH2:9][N:8]([CH2:11][CH:12]([C:17]3[C:18]([F:29])=[CH:19][CH:20]=[C:21]4[C:26]=3[N:25]=[C:24]([O:27][CH3:28])[CH:23]=[CH:22]4)[C:13](OC)=[O:14])[CH2:7][CH2:6]2)[O:4][CH2:3][CH2:2]1.[H-].[Al+3].[Li+].[H-].[H-].[H-].[OH-].[Na+].S([O-])([O-])(=O)=O.[Na+].[Na+], predict the reaction product. The product is: [O:4]1[C:5]2([CH2:10][CH2:9][N:8]([CH2:11][CH:12]([C:17]3[C:18]([F:29])=[CH:19][CH:20]=[C:21]4[C:26]=3[N:25]=[C:24]([O:27][CH3:28])[CH:23]=[CH:22]4)[CH2:13][OH:14])[CH2:7][CH2:6]2)[O:1][CH2:2][CH2:3]1.